This data is from Reaction yield outcomes from USPTO patents with 853,638 reactions. The task is: Predict the reaction yield, written as a fraction of the theoretical maximum amount of product (1.0 means a 100% yield; for example, 0.34 means a 34% yield). (1) The reactants are [C:1]([CH:3]1[CH2:6][N:5]([C:7](=[O:40])[C@H:8]([NH:10][C:11]([C:13]2[C:21]3[C:16](=[N:17][CH:18]=[C:19]([C:22]4[C:30]5[C:25](=[CH:26][C:27]([Cl:31])=[CH:28][CH:29]=5)[NH:24][N:23]=4)[N:20]=3)[N:15]([CH2:32][O:33][CH2:34][CH2:35][Si:36]([CH3:39])([CH3:38])[CH3:37])[CH:14]=2)=[O:12])[CH3:9])[CH2:4]1)#[N:2].[H-].[Na+].[CH2:43](Br)[CH:44]=[CH2:45]. The catalyst is CN(C=O)C. The product is [C:1]([CH:3]1[CH2:6][N:5]([C:7](=[O:40])[C@H:8]([NH:10][C:11]([C:13]2[C:21]3[C:16](=[N:17][CH:18]=[C:19]([C:22]4[C:30]5[C:25](=[CH:26][C:27]([Cl:31])=[CH:28][CH:29]=5)[N:24]([CH2:45][CH:44]=[CH2:43])[N:23]=4)[N:20]=3)[N:15]([CH2:32][O:33][CH2:34][CH2:35][Si:36]([CH3:39])([CH3:38])[CH3:37])[CH:14]=2)=[O:12])[CH3:9])[CH2:4]1)#[N:2]. The yield is 0.920. (2) The reactants are N[C:2]1[CH:11]=[CH:10][C:9]([N:12]([C:17]2[C:36]([CH:37]3[CH2:39][CH2:38]3)=[CH:35][C:20]3[C:21]([C:31](=[O:34])[NH:32][CH3:33])=[C:22]([C:24]4[CH:29]=[CH:28][C:27]([F:30])=[CH:26][CH:25]=4)[O:23][C:19]=3[CH:18]=2)[S:13]([CH3:16])(=[O:15])=[O:14])=[CH:8][C:3]=1[C:4]([O:6][CH3:7])=[O:5].[BrH:40].N([O-])=O.[Na+]. The catalyst is C(#N)C.[Cu]Br. The product is [Br:40][C:2]1[CH:11]=[CH:10][C:9]([N:12]([C:17]2[C:36]([CH:37]3[CH2:39][CH2:38]3)=[CH:35][C:20]3[C:21]([C:31](=[O:34])[NH:32][CH3:33])=[C:22]([C:24]4[CH:29]=[CH:28][C:27]([F:30])=[CH:26][CH:25]=4)[O:23][C:19]=3[CH:18]=2)[S:13]([CH3:16])(=[O:15])=[O:14])=[CH:8][C:3]=1[C:4]([O:6][CH3:7])=[O:5]. The yield is 0.550. (3) The reactants are [C:1]([O:5][C@@H:6]([C:11]1[C:40]([CH3:41])=[C:39]([CH:42]=[O:43])[C:38]2=[N:44][C:35]3=[CH:36][N:37]2[C:12]=1[N:13]1[CH2:50][CH2:49][C:16]([CH3:51])([O:17][CH2:18][CH2:19][CH2:20][CH2:21][C@H:22]([CH3:48])[O:23][C:24]2[CH:25]=[CH:26][C:27]([F:47])=[C:28]([F:46])[C:29]=2[C:30]2[CH:45]=[C:34]3[CH:33]=[CH:32][CH:31]=2)[CH2:15][CH2:14]1)[C:7]([O:9][CH3:10])=[O:8])([CH3:4])([CH3:3])[CH3:2].C(O[C@@H](C1C(C)=C(CO)C2=NC3=CN2C=1N1CCC(C)(OCCCC[C@H](C)OC2C=CC(F)=CC=2C2C=C3C=CC=2)CC1)C(OC)=O)(C)(C)C. No catalyst specified. The product is [C:1]([O:5][C@@H:6]([C:11]1[C:40]([CH3:41])=[C:39]([CH2:42][OH:43])[C:38]2=[N:44][C:35]3=[CH:36][N:37]2[C:12]=1[N:13]1[CH2:14][CH2:15][C:16]([CH3:51])([O:17][CH2:18][CH2:19][CH2:20][CH2:21][C@H:22]([CH3:48])[O:23][C:24]2[CH:25]=[CH:26][C:27]([F:47])=[C:28]([F:46])[C:29]=2[C:30]2[CH:45]=[C:34]3[CH:33]=[CH:32][CH:31]=2)[CH2:49][CH2:50]1)[C:7]([O:9][CH3:10])=[O:8])([CH3:4])([CH3:2])[CH3:3]. The yield is 0.760. (4) The reactants are [C:1]([O:5][C:6]([N:8]1[CH2:12][CH2:11][CH2:10][CH:9]1[C:13]1[NH:14][C:15]([C:18]2[CH:31]=[CH:30][C:29]3[C:28]4[C:23](=[CH:24][C:25](Br)=[CH:26][CH:27]=4)[CH2:22][CH2:21][C:20]=3[CH:19]=2)=[CH:16][N:17]=1)=[O:7])([CH3:4])([CH3:3])[CH3:2].[C:33]([O:37][C:38]([N:40]1[CH2:44][CH2:43][CH2:42][CH:41]1[C:45]1[NH:49][C:48]2[CH:50]=[C:51](B3OC(C)(C)C(C)(C)O3)[CH:52]=[CH:53][C:47]=2[N:46]=1)=[O:39])([CH3:36])([CH3:35])[CH3:34].C([O-])(=O)C.[K+]. The catalyst is COCCOC.O.C(OCC)(=O)C.C1C=CC(P(C2C=CC=CC=2)[C-]2C=CC=C2)=CC=1.C1C=CC(P(C2C=CC=CC=2)[C-]2C=CC=C2)=CC=1.Cl[Pd]Cl.[Fe+2].C1C=CC([P]([Pd]([P](C2C=CC=CC=2)(C2C=CC=CC=2)C2C=CC=CC=2)([P](C2C=CC=CC=2)(C2C=CC=CC=2)C2C=CC=CC=2)[P](C2C=CC=CC=2)(C2C=CC=CC=2)C2C=CC=CC=2)(C2C=CC=CC=2)C2C=CC=CC=2)=CC=1. The product is [C:1]([O:5][C:6]([N:8]1[CH2:12][CH2:11][CH2:10][CH:9]1[C:13]1[NH:14][C:15]([C:18]2[CH:31]=[CH:30][C:29]3[C:28]4[C:23](=[CH:24][C:25]([C:51]5[CH:52]=[CH:53][C:47]6[N:46]=[C:45]([CH:41]7[CH2:42][CH2:43][CH2:44][N:40]7[C:38]([O:37][C:33]([CH3:34])([CH3:35])[CH3:36])=[O:39])[NH:49][C:48]=6[CH:50]=5)=[CH:26][CH:27]=4)[CH2:22][CH2:21][C:20]=3[CH:19]=2)=[CH:16][N:17]=1)=[O:7])([CH3:4])([CH3:3])[CH3:2]. The yield is 0.630. (5) The reactants are [CH:1]([C:4]1[CH:9]=[C:8]([O:10][CH3:11])[CH:7]=[CH:6][C:5]=1[S:12]([C:15]1[CH:20]=[CH:19][C:18]([CH3:21])=[CH:17][CH:16]=1)(=[O:14])=[O:13])([CH3:3])[CH3:2].[C:22](Cl)(=[O:24])[CH3:23].[Al+3].[Cl-].[Cl-].[Cl-]. The catalyst is ClCCCl. The product is [CH:1]([C:4]1[C:5]([S:12]([C:15]2[CH:16]=[CH:17][C:18]([CH3:21])=[CH:19][CH:20]=2)(=[O:13])=[O:14])=[CH:6][C:7]([C:22](=[O:24])[CH3:23])=[C:8]([O:10][CH3:11])[CH:9]=1)([CH3:3])[CH3:2]. The yield is 0.790. (6) The reactants are ClC(Cl)(Cl)[C:3]([C:5]1[C:13]2[C:8](=[CH:9][N:10]=[CH:11][CH:12]=2)[NH:7][C:6]=1[CH3:14])=[O:4].[OH-:17].[K+].[CH3:19]O. No catalyst specified. The product is [CH3:14][C:6]1[NH:7][C:8]2=[CH:9][N:10]=[CH:11][CH:12]=[C:13]2[C:5]=1[C:3]([O:4][CH3:19])=[O:17]. The yield is 0.830. (7) The reactants are [NH2:1][C:2]1[C:7]([C:8]([O:10]C)=[O:9])=[C:6]([F:12])[C:5]([Cl:13])=[C:4]([Br:14])[CH:3]=1.O.CO.O[Li].O. The catalyst is C1COCC1. The product is [NH2:1][C:2]1[C:7]([C:8]([OH:10])=[O:9])=[C:6]([F:12])[C:5]([Cl:13])=[C:4]([Br:14])[CH:3]=1. The yield is 1.00. (8) The reactants are C(O[C:4]([C:6]1[N:10]=[CH:9][N:8]([C:11]2[CH:12]=[C:13]3[C:18](=[CH:19][C:20]=2[C:21]([F:24])([F:23])[F:22])[NH:17][C:16](=[O:25])[N:15]([NH:26][S:27]([CH3:30])(=[O:29])=[O:28])[C:14]3=[O:31])[N:7]=1)=[O:5])C.[CH3:32][NH2:33]. The catalyst is CO.C(O)C. The product is [CH3:32][NH:33][C:4]([C:6]1[N:10]=[CH:9][N:8]([C:11]2[CH:12]=[C:13]3[C:18](=[CH:19][C:20]=2[C:21]([F:22])([F:24])[F:23])[NH:17][C:16](=[O:25])[N:15]([NH:26][S:27]([CH3:30])(=[O:28])=[O:29])[C:14]3=[O:31])[N:7]=1)=[O:5]. The yield is 0.860.